Dataset: Full USPTO retrosynthesis dataset with 1.9M reactions from patents (1976-2016). Task: Predict the reactants needed to synthesize the given product. (1) Given the product [CH3:1][N:2]([C:3]1[CH:8]=[CH:7][N:6]=[CH:5][CH:4]=1)[C:14]([S:16][CH2:18][C:19]#[N:20])=[S:15], predict the reactants needed to synthesize it. The reactants are: [CH3:1][NH:2][C:3]1[CH:8]=[CH:7][N:6]=[CH:5][CH:4]=1.C([Li])CCC.[C:14](=[S:16])=[S:15].Br[CH2:18][C:19]#[N:20]. (2) Given the product [Cl:26][C:23]1[CH:24]=[CH:25][C:20]([C:18]([NH:17][CH:13]([CH2:12][C:7]2[C:5]3[C:4](=[CH:3][CH:2]=[CH:1][CH:6]=3)[NH:11][C:9](=[O:10])[CH:8]=2)[C:14]([O:16][CH2:27][C:28]2[CH:35]=[CH:34][CH:33]=[CH:32][C:29]=2[CH3:30])=[O:15])=[O:19])=[CH:21][CH:22]=1, predict the reactants needed to synthesize it. The reactants are: [CH:1]1[CH:2]=[CH:3][C:4]2[NH:11][C:9](=[O:10])[CH:8]=[C:7]([CH2:12][CH:13]([NH:17][C:18]([C:20]3[CH:21]=[CH:22][C:23]([Cl:26])=[CH:24][CH:25]=3)=[O:19])[C:14]([OH:16])=[O:15])[C:5]=2[CH:6]=1.[CH3:27][C:28]1[CH:35]=[CH:34][CH:33]=[CH:32][C:29]=1[CH2:30]Cl. (3) Given the product [NH2:40][C:38]1[C:37]([CH3:41])=[N:36][C:35]2([C:34]3[C:29](=[CH:30][CH:31]=[C:32]([NH:42][C:20]([C:17]4[CH:16]=[CH:15][C:14]([Cl:13])=[CH:19][N:18]=4)=[O:22])[CH:33]=3)[CH2:28][C:27]32[CH2:26][CH2:25][C:24]([F:45])([F:23])[CH2:44][CH2:43]3)[N:39]=1, predict the reactants needed to synthesize it. The reactants are: Cl.CN(C)CCCN=C=NCC.[Cl:13][C:14]1[CH:15]=[CH:16][C:17]([C:20]([OH:22])=O)=[N:18][CH:19]=1.[F:23][C:24]1([F:45])[CH2:44][CH2:43][C:27]2([C:35]3([N:39]=[C:38]([NH2:40])[C:37]([CH3:41])=[N:36]3)[C:34]3[C:29](=[CH:30][CH:31]=[C:32]([NH2:42])[CH:33]=3)[CH2:28]2)[CH2:26][CH2:25]1.Cl. (4) The reactants are: [Cl:1][C:2]1[CH:7]=[CH:6][C:5]([C@H:8]2[N:15]3[C:11]([S:12][C:13]([C:19](O)=[O:20])=[C:14]3[CH2:16][O:17][CH3:18])=[N:10][C@H:9]2[C:22]2[CH:27]=[CH:26][C:25]([Cl:28])=[CH:24][CH:23]=2)=[CH:4][CH:3]=1.[NH:29]1[CH2:34][CH2:33][NH:32][CH2:31][C:30]1=[O:35]. Given the product [Cl:1][C:2]1[CH:7]=[CH:6][C:5]([C@H:8]2[N:15]3[C:11]([S:12][C:13]([C:19]([N:32]4[CH2:33][CH2:34][NH:29][C:30](=[O:35])[CH2:31]4)=[O:20])=[C:14]3[CH2:16][O:17][CH3:18])=[N:10][C@H:9]2[C:22]2[CH:27]=[CH:26][C:25]([Cl:28])=[CH:24][CH:23]=2)=[CH:4][CH:3]=1, predict the reactants needed to synthesize it.